This data is from Reaction yield outcomes from USPTO patents with 853,638 reactions. The task is: Predict the reaction yield, written as a fraction of the theoretical maximum amount of product (1.0 means a 100% yield; for example, 0.34 means a 34% yield). The reactants are [F:1][C:2]1[CH:3]=[C:4]([CH3:13])[C:5]([O:11][CH3:12])=[C:6]([CH:8]([NH2:10])[CH3:9])[CH:7]=1.F[C:15]1[CH:20]=[C:19]([F:21])[CH:18]=[CH:17][C:16]=1[S:22]([CH3:25])(=[O:24])=[O:23].C(N(C(C)C)CC)(C)C.ClCCl. The catalyst is CN(C)C=O. The product is [F:21][C:19]1[CH:20]=[CH:15][C:16]([S:22]([CH3:25])(=[O:24])=[O:23])=[C:17]([NH:10][CH:8]([C:6]2[CH:7]=[C:2]([F:1])[CH:3]=[C:4]([CH3:13])[C:5]=2[O:11][CH3:12])[CH3:9])[CH:18]=1. The yield is 0.140.